This data is from Forward reaction prediction with 1.9M reactions from USPTO patents (1976-2016). The task is: Predict the product of the given reaction. (1) Given the reactants [Cl:1][C:2]1[CH:7]=[CH:6][C:5]([C:8]2[O:12][C:11]([CH:13]=[O:14])=[CH:10][CH:9]=2)=[CH:4][CH:3]=1, predict the reaction product. The product is: [Cl:1][C:2]1[CH:7]=[CH:6][C:5]([C@H:8]2[O:12][C@@H:11]([CH2:13][OH:14])[CH2:10][CH2:9]2)=[CH:4][CH:3]=1. (2) Given the reactants C([O-])(O)=O.[Na+].[Br:6][C:7]1[CH:16]=[C:15]([CH2:17][NH:18][CH3:19])[CH:14]=[CH:13][C:8]=1[C:9]([O:11][CH3:12])=[O:10].[CH3:20][C:21]([O:24][C:25](O[C:25]([O:24][C:21]([CH3:23])([CH3:22])[CH3:20])=[O:26])=[O:26])([CH3:23])[CH3:22], predict the reaction product. The product is: [Br:6][C:7]1[CH:16]=[C:15]([CH2:17][N:18]([C:25]([O:24][C:21]([CH3:23])([CH3:22])[CH3:20])=[O:26])[CH3:19])[CH:14]=[CH:13][C:8]=1[C:9]([O:11][CH3:12])=[O:10]. (3) Given the reactants Cl[C:2]1[N:11]=[C:10]2[C:5]([C:6](=[O:21])[C:7]([C:16]([O:18]CC)=[O:17])=[CH:8][N:9]2[C:12]([CH3:15])([CH3:14])[CH3:13])=[CH:4][C:3]=1[F:22].[CH:23]1([NH:26][CH2:27][C@@H:28]2[C@H:32]([F:33])[CH2:31][NH:30][CH2:29]2)[CH2:25][CH2:24]1.N12CCCN=C1CCCCC2, predict the reaction product. The product is: [CH:23]1([NH:26][CH2:27][C@@H:28]2[C@H:32]([F:33])[CH2:31][N:30]([C:2]3[N:11]=[C:10]4[C:5]([C:6](=[O:21])[C:7]([C:16]([OH:18])=[O:17])=[CH:8][N:9]4[C:12]([CH3:13])([CH3:14])[CH3:15])=[CH:4][C:3]=3[F:22])[CH2:29]2)[CH2:25][CH2:24]1. (4) Given the reactants Br[C:2]1[N:10]([CH2:11][C:12]2[CH:17]=[CH:16][C:15]([F:18])=[CH:14][CH:13]=2)[C:9]2[C:8](=[O:19])[N:7]([CH2:20][CH2:21][CH2:22][OH:23])[C:6](=[O:24])[N:5]([CH3:25])[C:4]=2[N:3]=1.[F:26][C:27]1[CH:32]=[CH:31][CH:30]=[CH:29][C:28]=1[OH:33].C(=O)([O-])[O-].[K+].[K+], predict the reaction product. The product is: [F:18][C:15]1[CH:16]=[CH:17][C:12]([CH2:11][N:10]2[C:9]3[C:8](=[O:19])[N:7]([CH2:20][CH2:21][CH2:22][OH:23])[C:6](=[O:24])[N:5]([CH3:25])[C:4]=3[N:3]=[C:2]2[O:33][C:28]2[CH:29]=[CH:30][CH:31]=[CH:32][C:27]=2[F:26])=[CH:13][CH:14]=1.